Predict the product of the given reaction. From a dataset of Forward reaction prediction with 1.9M reactions from USPTO patents (1976-2016). (1) Given the reactants [CH3:1][C:2]1[CH:11]=[CH:10][C:9]2[C:4](=[N:5][CH:6]=[CH:7][C:8]=2[N:12]2[CH2:17][CH2:16][NH:15][CH2:14][CH2:13]2)[N:3]=1.Cl[CH2:19][CH2:20][C:21]1[CH:22]=[CH:23][C:24]2[O:29][CH2:28][C:27](=[O:30])[NH:26][C:25]=2[CH:31]=1, predict the reaction product. The product is: [CH3:1][C:2]1[N:3]=[C:4]2[C:9]([C:8]([N:12]3[CH2:17][CH2:16][N:15]([CH2:19][CH2:20][C:21]4[CH:22]=[CH:23][C:24]5[O:29][CH2:28][C:27](=[O:30])[NH:26][C:25]=5[CH:31]=4)[CH2:14][CH2:13]3)=[CH:7][CH:6]=[N:5]2)=[CH:10][CH:11]=1. (2) Given the reactants C(OC([N:8]1[CH2:12][C@H:11]([CH2:13][NH:14][C:15]2[CH:20]=[CH:19][C:18]([Cl:21])=[CH:17][CH:16]=2)[C@@H:10]([CH2:22][C:23]2[CH:28]=[CH:27][CH:26]=[CH:25][CH:24]=2)[CH2:9]1)=O)(C)(C)C.Br[CH2:30][C:31]1[C:40]2[C:35](=[CH:36][CH:37]=[CH:38][CH:39]=2)[C:34]([C:41]#[N:42])=[CH:33][CH:32]=1.CC#N.O.CC#N, predict the reaction product. The product is: [CH2:22]([C@H:10]1[CH2:9][NH:8][CH2:12][C@@H:11]1[CH2:13][N:14]([CH2:30][C:31]1[C:40]2[C:35](=[CH:36][CH:37]=[CH:38][CH:39]=2)[C:34]([C:41]#[N:42])=[CH:33][CH:32]=1)[C:15]1[CH:20]=[CH:19][C:18]([Cl:21])=[CH:17][CH:16]=1)[C:23]1[CH:24]=[CH:25][CH:26]=[CH:27][CH:28]=1. (3) The product is: [CH3:1][C:2]1([CH3:12])[C:10]2[C:5](=[CH:6][CH:7]=[C:8]([O:11][C:14]3[S:15][CH:16]=[C:17]([C:19]([O:21][CH2:22][CH3:23])=[O:20])[N:18]=3)[CH:9]=2)[CH2:4][CH2:3]1. Given the reactants [CH3:1][C:2]1([CH3:12])[C:10]2[C:5](=[CH:6][CH:7]=[C:8]([OH:11])[CH:9]=2)[CH2:4][CH2:3]1.Cl[C:14]1[S:15][CH:16]=[C:17]([C:19]([O:21][CH2:22][CH3:23])=[O:20])[N:18]=1.CC1(C)C2C(=CC=C(OC3OC=C(C(OCC)=O)N=3)C=2)CC1, predict the reaction product. (4) The product is: [Cl:1][C:2]1[CH:10]=[C:9]2[C:5]([C:6]([C:11]([N:13]3[CH2:14][CH2:15][CH:16]([C:19]4[CH:24]=[CH:23][CH:22]=[CH:21][C:20]=4[C:25]([F:28])([F:27])[F:26])[CH2:17][CH2:18]3)=[O:12])=[CH:7][N:8]2[CH2:30][C:31]([NH:33][CH3:34])=[O:32])=[CH:4][CH:3]=1. Given the reactants [Cl:1][C:2]1[CH:10]=[C:9]2[C:5]([C:6]([C:11]([N:13]3[CH2:18][CH2:17][CH:16]([C:19]4[CH:24]=[CH:23][CH:22]=[CH:21][C:20]=4[C:25]([F:28])([F:27])[F:26])[CH2:15][CH2:14]3)=[O:12])=[CH:7][NH:8]2)=[CH:4][CH:3]=1.Cl[CH2:30][C:31]([NH:33][CH3:34])=[O:32], predict the reaction product. (5) Given the reactants Cl[C:2]([C@:4]12[CH2:39][CH2:38][C@@H:37]([C:40]([CH2:42][O:43][CH2:44][CH2:45][N:46]3[CH2:51][CH2:50][O:49][CH2:48][CH2:47]3)=[CH2:41])[C@@H:5]1[C@@H:6]1[C@@:19]([CH3:22])([CH2:20][CH2:21]2)[C@@:18]2([CH3:23])[C@@H:9]([C@:10]3([CH3:36])[C@@H:15]([CH2:16][CH2:17]2)[C:14]([CH3:25])([CH3:24])[C:13]([C:26]2[CH:35]=[CH:34][C:29]([C:30]([O:32][CH3:33])=[O:31])=[CH:28][CH:27]=2)=[CH:12][CH2:11]3)[CH2:8][CH2:7]1)=[O:3].C(OC(=O)CCNC([C@]12CC[C@@H](C(COCCN3CCOCC3)=C)[C@@H]1[C@@H]1[C@@](C)(CC2)[C@@]2(C)[C@@H]([C@]3(C)[C@@H](CC2)C(C)(C)C(C2C=CC(C(OC)=O)=CC=2)=CC3)CC1)=O)C.[NH2:110][CH2:111][CH2:112][NH:113][CH2:114][C:115]([O:117][CH3:118])=[O:116].C(N(C(C)C)CC)(C)C, predict the reaction product. The product is: [CH3:118][O:117][C:115](=[O:116])[CH2:114][NH:113][CH2:112][CH2:111][NH:110][C:2]([C@:4]12[CH2:39][CH2:38][C@@H:37]([C:40]([CH2:42][O:43][CH2:44][CH2:45][N:46]3[CH2:51][CH2:50][O:49][CH2:48][CH2:47]3)=[CH2:41])[C@@H:5]1[C@@H:6]1[C@@:19]([CH3:22])([CH2:20][CH2:21]2)[C@@:18]2([CH3:23])[C@@H:9]([C@:10]3([CH3:36])[C@@H:15]([CH2:16][CH2:17]2)[C:14]([CH3:25])([CH3:24])[C:13]([C:26]2[CH:35]=[CH:34][C:29]([C:30]([O:32][CH3:33])=[O:31])=[CH:28][CH:27]=2)=[CH:12][CH2:11]3)[CH2:8][CH2:7]1)=[O:3]. (6) Given the reactants [H-].[Na+].[Br:3][C:4]1[CH:5]=[C:6]2[C:10](=[CH:11][CH:12]=1)[NH:9][N:8]=[C:7]2[CH3:13].[S:14](Cl)([C:17]1[CH:23]=[CH:22][C:20]([CH3:21])=[CH:19][CH:18]=1)(=[O:16])=[O:15], predict the reaction product. The product is: [Br:3][C:4]1[CH:5]=[C:6]2[C:10](=[CH:11][CH:12]=1)[N:9]([S:14]([C:17]1[CH:23]=[CH:22][C:20]([CH3:21])=[CH:19][CH:18]=1)(=[O:16])=[O:15])[N:8]=[C:7]2[CH3:13]. (7) Given the reactants [C:1]([C:3]1[CH:4]=[C:5](B(O)O)[CH:6]=[CH:7][CH:8]=1)#[N:2].Br[C:13]1[CH:14]=[C:15]2[C:20](=[CH:21][CH:22]=1)[NH:19][C:18](=[O:23])[CH2:17][C:16]2([CH3:25])[CH3:24].C(=O)([O-])[O-].[K+].[K+], predict the reaction product. The product is: [CH3:24][C:16]1([CH3:25])[C:15]2[C:20](=[CH:21][CH:22]=[C:13]([C:5]3[CH:4]=[C:3]([CH:8]=[CH:7][CH:6]=3)[C:1]#[N:2])[CH:14]=2)[NH:19][C:18](=[O:23])[CH2:17]1.